From a dataset of Reaction yield outcomes from USPTO patents with 853,638 reactions. Predict the reaction yield, written as a fraction of the theoretical maximum amount of product (1.0 means a 100% yield; for example, 0.34 means a 34% yield). (1) The reactants are C(OC(=O)[N:7]([CH2:24][C:25]1[CH:30]=[CH:29][C:28]([F:31])=[CH:27][CH:26]=1)[C:8]1[S:9][C:10]([C:13]([C:15]2[C:23]3[C:18](=[N:19][CH:20]=[CH:21][CH:22]=3)[NH:17][CH:16]=2)=[O:14])=[CH:11][N:12]=1)(C)(C)C.Cl.C(=O)(O)[O-].[Na+]. The catalyst is ClCCl. The product is [F:31][C:28]1[CH:29]=[CH:30][C:25]([CH2:24][NH:7][C:8]2[S:9][C:10]([C:13]([C:15]3[C:23]4[C:18](=[N:19][CH:20]=[CH:21][CH:22]=4)[NH:17][CH:16]=3)=[O:14])=[CH:11][N:12]=2)=[CH:26][CH:27]=1. The yield is 0.100. (2) The reactants are [CH3:1][O:2][C:3]([C@@:5]1([CH2:19][C:20]([CH3:22])=[CH2:21])[CH2:9][C:8](=[O:10])[N:7]([C:11]2[C:16]([CH3:17])=[CH:15][CH:14]=[CH:13][C:12]=2[CH3:18])[CH2:6]1)=[O:4]. The catalyst is CO.CCOC(C)=O.[Pd]. The product is [CH3:1][O:2][C:3]([C@@:5]1([CH2:19][CH:20]([CH3:22])[CH3:21])[CH2:9][C:8](=[O:10])[N:7]([C:11]2[C:16]([CH3:17])=[CH:15][CH:14]=[CH:13][C:12]=2[CH3:18])[CH2:6]1)=[O:4]. The yield is 0.940. (3) The reactants are [CH:1]([CH:3]1[S:7][C:6]([C:8]2[NH:9][C:10]3[C:15]([CH:16]=2)=[CH:14][CH:13]=[CH:12][C:11]=3[N:17]([CH3:26])[S:18]([C:21]2[S:22][CH:23]=[CH:24][CH:25]=2)(=[O:20])=[O:19])=[N:5][CH2:4]1)=O.[NH:27]1[CH2:32][CH2:31][S:30](=[O:34])(=[O:33])[CH2:29][CH2:28]1.C(O[BH-](OC(=O)C)OC(=O)C)(=O)C.[Na+].C(=O)([O-])O.[Na+]. The catalyst is O1CCCC1. The product is [O:33]=[S:30]1(=[O:34])[CH2:31][CH2:32][N:27]([CH2:1][CH:3]2[S:7][C:6]([C:8]3[NH:9][C:10]4[C:15]([CH:16]=3)=[CH:14][CH:13]=[CH:12][C:11]=4[N:17]([CH3:26])[S:18]([C:21]3[S:22][CH:23]=[CH:24][CH:25]=3)(=[O:20])=[O:19])=[N:5][CH2:4]2)[CH2:28][CH2:29]1. The yield is 0.200. (4) The reactants are [NH2:1][C:2]1[C:3]([O:12][CH3:13])=[CH:4][C:5]([Cl:11])=[C:6]([CH:10]=1)[C:7]([O-:9])=[O:8].[K+].[N:15]([O-])=O.[Na+].O.O.[Sn](Cl)Cl. The catalyst is Cl.O. The product is [ClH:11].[Cl:11][C:5]1[CH:4]=[C:3]([O:12][CH3:13])[C:2]([NH:1][NH2:15])=[CH:10][C:6]=1[C:7]([OH:9])=[O:8]. The yield is 0.643. (5) The yield is 0.250. The product is [CH2:13]([O:8][C:3](=[O:7])[CH:2]([CH3:1])[CH2:6][CH2:5][O:4][CH2:13][C:14]1[CH:19]=[CH:18][CH:17]=[CH:16][CH:15]=1)[C:14]1[CH:19]=[CH:18][CH:17]=[CH:16][CH:15]=1. The reactants are [CH3:1][CH:2]1[CH2:6][CH2:5][O:4][C:3]1=[O:7].[OH-:8].[K+].[H-].[Na+].Br[CH2:13][C:14]1[CH:19]=[CH:18][CH:17]=[CH:16][CH:15]=1. The catalyst is O1CCOCC1.CN(C=O)C.